This data is from Full USPTO retrosynthesis dataset with 1.9M reactions from patents (1976-2016). The task is: Predict the reactants needed to synthesize the given product. (1) Given the product [CH3:43][N:42]([CH3:44])[CH2:40][CH2:39][O:10][C:8]1[CH:9]=[CH:4][C:5]([CH2:12][CH2:13][CH2:14][NH:3][C:4]2[CH:9]=[C:8]([O:10][CH3:11])[CH:7]=[CH:6][C:5]=2[C@H:12]2[CH2:21][CH2:20][C:19]3[CH:18]=[C:17]([OH:22])[CH:16]=[CH:15][C:14]=3[CH2:13]2)=[CH:6][CH:7]=1, predict the reactants needed to synthesize it. The reactants are: C([N:3](C(=O)C1C=CC(O)=CC=1)[C:4]1[CH:9]=[C:8]([O:10][CH3:11])[CH:7]=[CH:6][C:5]=1[C@H:12]1[CH2:21][CH2:20][C:19]2[CH:18]=[C:17]([O:22]C(=O)C(C)(C)C)[CH:16]=[CH:15][C:14]=2[CH2:13]1)C.Cl[CH2:39][C:40]([N:42]([CH3:44])[CH3:43])=O. (2) Given the product [CH3:1][O:2][C:3](=[O:18])[C:4]1[CH:9]=[CH:8][CH:7]=[CH:6][C:5]=1[CH2:10][CH2:11][C:12]1[CH:17]=[CH:16][N:15]=[CH:14][CH:13]=1, predict the reactants needed to synthesize it. The reactants are: [CH3:1][O:2][C:3](=[O:18])[C:4]1[CH:9]=[CH:8][CH:7]=[CH:6][C:5]=1[C:10]#[C:11][C:12]1[CH:17]=[CH:16][N:15]=[CH:14][CH:13]=1. (3) Given the product [C:1]1([CH3:16])[CH:2]=[CH:3][C:4]([S:7]([O:10][C@H:11]2[CH2:14][CH2:44][O:45][C@@H:29](/[CH:28]=[CH:27]/[CH:26]=[CH:25]/[C:22]3[CH:21]=[CH:20][C:19]([C:18]([F:31])([F:32])[F:17])=[CH:24][CH:23]=3)[O:30]2)(=[O:8])=[O:9])=[CH:5][CH:6]=1, predict the reactants needed to synthesize it. The reactants are: [C:1]1([CH3:16])[CH:6]=[CH:5][C:4]([S:7]([O:10][CH:11]([CH2:14]O)CO)(=[O:9])=[O:8])=[CH:3][CH:2]=1.[F:17][C:18]([F:32])([F:31])[C:19]1[CH:24]=[CH:23][C:22](/[CH:25]=[CH:26]/[CH:27]=[CH:28]/[CH:29]=[O:30])=[CH:21][CH:20]=1.C1(C)C=CC(S(O)(=O)=O)=CC=1.[C:44](=O)([O-])[OH:45].[Na+].